This data is from NCI-60 drug combinations with 297,098 pairs across 59 cell lines. The task is: Regression. Given two drug SMILES strings and cell line genomic features, predict the synergy score measuring deviation from expected non-interaction effect. (1) Drug 1: CC1C(C(CC(O1)OC2CC(CC3=C2C(=C4C(=C3O)C(=O)C5=C(C4=O)C(=CC=C5)OC)O)(C(=O)CO)O)N)O.Cl. Drug 2: C(CC(=O)O)C(=O)CN.Cl. Cell line: NCI-H226. Synergy scores: CSS=5.04, Synergy_ZIP=-0.00380, Synergy_Bliss=1.77, Synergy_Loewe=1.13, Synergy_HSA=1.15. (2) Drug 1: CCC(=C(C1=CC=CC=C1)C2=CC=C(C=C2)OCCN(C)C)C3=CC=CC=C3.C(C(=O)O)C(CC(=O)O)(C(=O)O)O. Drug 2: CCC1(C2=C(COC1=O)C(=O)N3CC4=CC5=C(C=CC(=C5CN(C)C)O)N=C4C3=C2)O.Cl. Cell line: ACHN. Synergy scores: CSS=35.7, Synergy_ZIP=-1.10, Synergy_Bliss=0.447, Synergy_Loewe=-36.2, Synergy_HSA=-0.124. (3) Drug 1: CC1C(C(=O)NC(C(=O)N2CCCC2C(=O)N(CC(=O)N(C(C(=O)O1)C(C)C)C)C)C(C)C)NC(=O)C3=C4C(=C(C=C3)C)OC5=C(C(=O)C(=C(C5=N4)C(=O)NC6C(OC(=O)C(N(C(=O)CN(C(=O)C7CCCN7C(=O)C(NC6=O)C(C)C)C)C)C(C)C)C)N)C. Drug 2: CC1CCC2CC(C(=CC=CC=CC(CC(C(=O)C(C(C(=CC(C(=O)CC(OC(=O)C3CCCCN3C(=O)C(=O)C1(O2)O)C(C)CC4CCC(C(C4)OC)O)C)C)O)OC)C)C)C)OC. Cell line: HT29. Synergy scores: CSS=16.4, Synergy_ZIP=-5.85, Synergy_Bliss=-2.91, Synergy_Loewe=-25.3, Synergy_HSA=-1.62. (4) Drug 1: CC1=C(C(CCC1)(C)C)C=CC(=CC=CC(=CC(=O)O)C)C. Drug 2: CN1C2=C(C=C(C=C2)N(CCCl)CCCl)N=C1CCCC(=O)O.Cl. Cell line: HS 578T. Synergy scores: CSS=9.17, Synergy_ZIP=-3.78, Synergy_Bliss=-5.42, Synergy_Loewe=-12.4, Synergy_HSA=-5.09. (5) Drug 1: CC1C(C(=O)NC(C(=O)N2CCCC2C(=O)N(CC(=O)N(C(C(=O)O1)C(C)C)C)C)C(C)C)NC(=O)C3=C4C(=C(C=C3)C)OC5=C(C(=O)C(=C(C5=N4)C(=O)NC6C(OC(=O)C(N(C(=O)CN(C(=O)C7CCCN7C(=O)C(NC6=O)C(C)C)C)C)C(C)C)C)N)C. Drug 2: C1CNP(=O)(OC1)N(CCCl)CCCl. Cell line: HT29. Synergy scores: CSS=43.0, Synergy_ZIP=-2.22, Synergy_Bliss=-5.11, Synergy_Loewe=-77.2, Synergy_HSA=-6.15. (6) Drug 1: CC12CCC(CC1=CCC3C2CCC4(C3CC=C4C5=CN=CC=C5)C)O. Drug 2: COC1=C2C(=CC3=C1OC=C3)C=CC(=O)O2. Cell line: UACC62. Synergy scores: CSS=0.172, Synergy_ZIP=-0.709, Synergy_Bliss=-0.212, Synergy_Loewe=-1.22, Synergy_HSA=-0.178.